The task is: Predict the product of the given reaction.. This data is from Forward reaction prediction with 1.9M reactions from USPTO patents (1976-2016). (1) Given the reactants [CH:1]1([C:4]2[C:5]([N:13]3[CH2:18][CH2:17][N:16]([C:19]([C:21]4[CH:26]=[CH:25][C:24](I)=[CH:23][CH:22]=4)=[O:20])[CH2:15][CH2:14]3)=[N:6][CH:7]=[C:8]([CH:10]3[CH2:12][CH2:11]3)[CH:9]=2)[CH2:3][CH2:2]1.[CH2:28]([O:30][C:31](=[O:34])[NH:32][CH3:33])[CH3:29], predict the reaction product. The product is: [CH2:28]([O:30][C:31](=[O:34])[NH:32][CH2:33][C:24]1[CH:25]=[CH:26][C:21]([C:19]([N:16]2[CH2:17][CH2:18][N:13]([C:5]3[C:4]([CH:1]4[CH2:3][CH2:2]4)=[CH:9][C:8]([CH:10]4[CH2:11][CH2:12]4)=[CH:7][N:6]=3)[CH2:14][CH2:15]2)=[O:20])=[CH:22][CH:23]=1)[CH3:29]. (2) Given the reactants [N:1]([CH:4]1[C:12]2[CH:11]=[C:10]([C:13]3[C:22]([CH3:23])=[C:21]4[C:16]([C:17](=[O:28])[NH:18][C:19](=[O:27])[N:20]4[CH:24]4[CH2:26][CH2:25]4)=[CH:15][C:14]=3[F:29])[S:9][C:8]=2[CH2:7][CH2:6][C:5]1([F:31])[F:30])=[N+]=[N-].[C:32](O[C:32]([O:34][C:35]([CH3:38])([CH3:37])[CH3:36])=[O:33])([O:34][C:35]([CH3:38])([CH3:37])[CH3:36])=[O:33].C([SiH](CC)CC)C, predict the reaction product. The product is: [C:35]([O:34][C:32](=[O:33])[NH:1][CH:4]1[C:12]2[CH:11]=[C:10]([C:13]3[C:22]([CH3:23])=[C:21]4[C:16]([C:17](=[O:28])[NH:18][C:19](=[O:27])[N:20]4[CH:24]4[CH2:26][CH2:25]4)=[CH:15][C:14]=3[F:29])[S:9][C:8]=2[CH2:7][CH2:6][C:5]1([F:31])[F:30])([CH3:38])([CH3:37])[CH3:36]. (3) Given the reactants COC([C:5]1[N:6]([NH:11][C:12]([NH:14][C:15](=[O:22])C2C=CC=CC=2)=[S:13])[CH:7]=[C:8]([Br:10])[CH:9]=1)=O.[OH-].[Na+].O.C(O)(=O)C, predict the reaction product. The product is: [Br:10][C:8]1[CH:9]=[C:5]2[N:6]([CH:7]=1)[NH:11][C:12](=[S:13])[NH:14][C:15]2=[O:22]. (4) Given the reactants Cl[C:2]1[N:7]=[N:6][C:5]([N:8]2[CH2:13][CH2:12][CH2:11][CH:10]([CH2:14][OH:15])[CH2:9]2)=[CH:4][CH:3]=1.[C:16]([O-:19])(=[O:18])[CH3:17].[K+], predict the reaction product. The product is: [C:16]([O:19][C:2]1[N:7]=[N:6][C:5]([N:8]2[CH2:13][CH2:12][CH2:11][CH:10]([CH2:14][OH:15])[CH2:9]2)=[CH:4][CH:3]=1)(=[O:18])[CH3:17]. (5) Given the reactants [CH3:1][O:2][C:3]1[CH:4]=[C:5]2[C:10](=[CH:11][CH:12]=1)[CH:9]=[C:8](Br)[CH:7]=[CH:6]2.C([Li])CCC.[B:19](OC(C)C)([O:24]C(C)C)[O:20]C(C)C.Cl, predict the reaction product. The product is: [CH3:1][O:2][C:3]1[CH:4]=[C:5]2[C:10](=[CH:11][CH:12]=1)[CH:9]=[C:8]([B:19]([OH:24])[OH:20])[CH:7]=[CH:6]2. (6) Given the reactants [CH2:1]([O:8][C:9]1[C:10]([N:20]2[S:24](=[O:26])(=[O:25])[NH:23][C:22](=[O:27])[CH2:21]2)=[CH:11][C:12]2[C:17]([CH:18]=1)=[CH:16][CH:15]=[C:14](Br)[CH:13]=2)[C:2]1[CH:7]=[CH:6][CH:5]=[CH:4][CH:3]=1.[CH2:28](OB(C=C)OCCCC)[CH2:29]CC.C([O-])([O-])=O.[Na+].[Na+], predict the reaction product. The product is: [CH2:1]([O:8][C:9]1[C:10]([N:20]2[S:24](=[O:26])(=[O:25])[NH:23][C:22](=[O:27])[CH2:21]2)=[CH:11][C:12]2[C:17]([CH:18]=1)=[CH:16][CH:15]=[C:14]([CH:28]=[CH2:29])[CH:13]=2)[C:2]1[CH:7]=[CH:6][CH:5]=[CH:4][CH:3]=1. (7) The product is: [NH2:5][C:6]1[S:10][N:9]=[C:8]([S:11][CH2:12][CH2:13][CH2:14][CH2:15][CH3:16])[C:7]=1[C:17]([NH2:18])=[O:21]. Given the reactants C(OC(=O)[NH:5][C:6]1[S:10][N:9]=[C:8]([S:11][CH2:12][CH2:13][CH2:14][CH2:15][CH3:16])[C:7]=1[C:17]#[N:18])C.S(=O)(=O)(O)[OH:21], predict the reaction product. (8) Given the reactants C(OC([N:8]1[CH2:13][CH2:12][C:11](=O)[CH:10](Br)[CH2:9]1)=O)(C)(C)C.[C:16]([NH2:24])(=[S:23])[C:17]1[CH:22]=[CH:21][CH:20]=[CH:19][CH:18]=1, predict the reaction product. The product is: [C:17]1([C:16]2[S:23][C:10]3[CH2:9][NH:8][CH2:13][CH2:12][C:11]=3[N:24]=2)[CH:22]=[CH:21][CH:20]=[CH:19][CH:18]=1. (9) Given the reactants Cl[S:2]([C:5]1[S:6][C:7]([C:10]2[S:11][C:12]([CH2:15][CH3:16])=[CH:13][CH:14]=2)=[CH:8][CH:9]=1)(=[O:4])=[O:3].[NH2:17][C:18]1[O:22][N:21]=[C:20]([CH3:23])[C:19]=1[Cl:24], predict the reaction product. The product is: [Cl:24][C:19]1[C:20]([CH3:23])=[N:21][O:22][C:18]=1[NH:17][S:2]([C:5]1[S:6][C:7]([C:10]2[S:11][C:12]([CH2:15][CH3:16])=[CH:13][CH:14]=2)=[CH:8][CH:9]=1)(=[O:4])=[O:3]. (10) Given the reactants [CH3:1][Si:2]([CH3:19])([CH3:18])[CH2:3][CH2:4][O:5][CH2:6][N:7]1[C:11]2[CH:12]=[CH:13][CH:14]=[CH:15][C:10]=2[N:9]=[C:8]1[CH:16]=O.[NH2:20][CH:21]1[C:30]2[N:29]=[CH:28][CH:27]=[CH:26][C:25]=2[CH2:24][CH2:23][CH2:22]1.[BH4-].[Na+], predict the reaction product. The product is: [CH3:1][Si:2]([CH3:19])([CH3:18])[CH2:3][CH2:4][O:5][CH2:6][N:7]1[C:11]2[CH:12]=[CH:13][CH:14]=[CH:15][C:10]=2[N:9]=[C:8]1[CH2:16][NH:20][CH:21]1[C:30]2[N:29]=[CH:28][CH:27]=[CH:26][C:25]=2[CH2:24][CH2:23][CH2:22]1.